This data is from NCI-60 drug combinations with 297,098 pairs across 59 cell lines. The task is: Regression. Given two drug SMILES strings and cell line genomic features, predict the synergy score measuring deviation from expected non-interaction effect. (1) Drug 2: CC1C(C(CC(O1)OC2CC(CC3=C2C(=C4C(=C3O)C(=O)C5=C(C4=O)C(=CC=C5)OC)O)(C(=O)CO)O)N)O.Cl. Drug 1: CCC(=C(C1=CC=CC=C1)C2=CC=C(C=C2)OCCN(C)C)C3=CC=CC=C3.C(C(=O)O)C(CC(=O)O)(C(=O)O)O. Synergy scores: CSS=31.3, Synergy_ZIP=1.92, Synergy_Bliss=3.19, Synergy_Loewe=-39.3, Synergy_HSA=2.39. Cell line: MALME-3M. (2) Drug 1: CC1=C2C(C(=O)C3(C(CC4C(C3C(C(C2(C)C)(CC1OC(=O)C(C(C5=CC=CC=C5)NC(=O)OC(C)(C)C)O)O)OC(=O)C6=CC=CC=C6)(CO4)OC(=O)C)OC)C)OC. Drug 2: CN1C2=C(C=C(C=C2)N(CCCl)CCCl)N=C1CCCC(=O)O.Cl. Cell line: NCI/ADR-RES. Synergy scores: CSS=8.71, Synergy_ZIP=-0.485, Synergy_Bliss=2.13, Synergy_Loewe=-0.933, Synergy_HSA=1.09. (3) Drug 1: CC(C)CN1C=NC2=C1C3=CC=CC=C3N=C2N. Drug 2: B(C(CC(C)C)NC(=O)C(CC1=CC=CC=C1)NC(=O)C2=NC=CN=C2)(O)O. Cell line: MCF7. Synergy scores: CSS=12.7, Synergy_ZIP=-4.77, Synergy_Bliss=-4.06, Synergy_Loewe=-3.14, Synergy_HSA=-1.20. (4) Drug 1: CC1=C2C(C(=O)C3(C(CC4C(C3C(C(C2(C)C)(CC1OC(=O)C(C(C5=CC=CC=C5)NC(=O)OC(C)(C)C)O)O)OC(=O)C6=CC=CC=C6)(CO4)OC(=O)C)OC)C)OC. Drug 2: COCCOC1=C(C=C2C(=C1)C(=NC=N2)NC3=CC=CC(=C3)C#C)OCCOC.Cl. Cell line: HT29. Synergy scores: CSS=62.3, Synergy_ZIP=6.72, Synergy_Bliss=5.45, Synergy_Loewe=-33.1, Synergy_HSA=4.18. (5) Synergy scores: CSS=44.3, Synergy_ZIP=0.441, Synergy_Bliss=3.76, Synergy_Loewe=-10.3, Synergy_HSA=6.18. Drug 2: CC1C(C(CC(O1)OC2CC(CC3=C2C(=C4C(=C3O)C(=O)C5=CC=CC=C5C4=O)O)(C(=O)C)O)N)O. Drug 1: CN1CCC(CC1)COC2=C(C=C3C(=C2)N=CN=C3NC4=C(C=C(C=C4)Br)F)OC. Cell line: HCT-15. (6) Drug 1: CC=C1C(=O)NC(C(=O)OC2CC(=O)NC(C(=O)NC(CSSCCC=C2)C(=O)N1)C(C)C)C(C)C. Drug 2: C1CN(P(=O)(OC1)NCCCl)CCCl. Cell line: HOP-62. Synergy scores: CSS=54.6, Synergy_ZIP=1.12, Synergy_Bliss=1.92, Synergy_Loewe=-55.5, Synergy_HSA=4.04. (7) Drug 1: C1=NNC2=C1C(=O)NC=N2. Drug 2: COC1=C2C(=CC3=C1OC=C3)C=CC(=O)O2. Cell line: MDA-MB-435. Synergy scores: CSS=4.73, Synergy_ZIP=0.175, Synergy_Bliss=0.867, Synergy_Loewe=-1.38, Synergy_HSA=-0.0924. (8) Drug 1: C1=CC(=CC=C1CCC2=CNC3=C2C(=O)NC(=N3)N)C(=O)NC(CCC(=O)O)C(=O)O. Drug 2: CC1=C(C=C(C=C1)C(=O)NC2=CC(=CC(=C2)C(F)(F)F)N3C=C(N=C3)C)NC4=NC=CC(=N4)C5=CN=CC=C5. Cell line: UACC-257. Synergy scores: CSS=4.53, Synergy_ZIP=-1.41, Synergy_Bliss=2.25, Synergy_Loewe=-4.18, Synergy_HSA=-1.23.